Dataset: Full USPTO retrosynthesis dataset with 1.9M reactions from patents (1976-2016). Task: Predict the reactants needed to synthesize the given product. (1) Given the product [Br:1][C:2]1[CH:7]=[CH:6][C:5]([O:8][CH3:9])=[C:4]([NH:10][NH2:11])[CH:3]=1, predict the reactants needed to synthesize it. The reactants are: [Br:1][C:2]1[CH:7]=[CH:6][C:5]([O:8][CH3:9])=[C:4]([NH2:10])[CH:3]=1.[N:11]([O-])=O.[Na+].O.O.Cl[Sn]Cl. (2) Given the product [F:68][C:67]([F:70])([F:69])[C:65]([OH:71])=[O:66].[F:68][C:67]([F:70])([F:69])[C:65]([OH:71])=[O:66].[N:1]1([CH2:5][C:6]2[CH:7]=[C:8]([CH:26]=[CH:27][CH:28]=2)[CH2:9][N:10]2[C:14]3[CH:15]=[CH:16][C:17]4[N:18]([C:19]([CH3:22])=[N:20][N:21]=4)[C:13]=3[CH:12]=[C:11]2[C:23]([NH:32][CH2:29][CH3:30])=[O:24])[CH2:4][CH2:3][CH2:2]1, predict the reactants needed to synthesize it. The reactants are: [N:1]1([CH2:5][C:6]2[CH:7]=[C:8]([CH:26]=[CH:27][CH:28]=2)[CH2:9][N:10]2[C:14]3[CH:15]=[CH:16][C:17]4[N:18]([C:19]([CH3:22])=[N:20][N:21]=4)[C:13]=3[CH:12]=[C:11]2[C:23](O)=[O:24])[CH2:4][CH2:3][CH2:2]1.[CH:29]([N:32](CC)C(C)C)(C)[CH3:30].C(N)C.CN(C(ON1N=NC2C=CC=NC1=2)=[N+](C)C)C.F[P-](F)(F)(F)(F)F.[C:65]([OH:71])([C:67]([F:70])([F:69])[F:68])=[O:66].